From a dataset of Retrosynthesis with 50K atom-mapped reactions and 10 reaction types from USPTO. Predict the reactants needed to synthesize the given product. Given the product FC(F)(F)COc1ccc(Br)cn1, predict the reactants needed to synthesize it. The reactants are: Brc1ccc(Br)nc1.OCC(F)(F)F.